This data is from Forward reaction prediction with 1.9M reactions from USPTO patents (1976-2016). The task is: Predict the product of the given reaction. Given the reactants C(OC(=O)[NH:7][C:8]1[CH:13]=[C:12]([Cl:14])[C:11]([C:15]([F:18])([F:17])[F:16])=[CH:10][C:9]=1[NH:19][C:20](=[O:43])[CH2:21][C:22](=O)[C:23]1[CH:28]=[CH:27][CH:26]=[C:25]([N:29]2[C:33]([CH2:34][O:35]C3CCCCO3)=[CH:32][N:31]=[N:30]2)[CH:24]=1)(C)(C)C.C(O)(C(F)(F)F)=O, predict the reaction product. The product is: [Cl:14][C:12]1[C:11]([C:15]([F:18])([F:17])[F:16])=[CH:10][C:9]2[NH:19][C:20](=[O:43])[CH2:21][C:22]([C:23]3[CH:28]=[CH:27][CH:26]=[C:25]([N:29]4[C:33]([CH2:34][OH:35])=[CH:32][N:31]=[N:30]4)[CH:24]=3)=[N:7][C:8]=2[CH:13]=1.